The task is: Predict the product of the given reaction.. This data is from Forward reaction prediction with 1.9M reactions from USPTO patents (1976-2016). (1) Given the reactants [Cl:1][C:2]1[C:3]([C:8]([N:10]2[CH2:15][CH2:14][N:13]([CH2:16][C:17]([C:19]3[CH:24]=[CH:23][C:22]([F:25])=[CH:21][CH:20]=3)=[O:18])[CH2:12][C@@H:11]2[CH3:26])=[O:9])=[N:4][N:5]([CH3:7])[CH:6]=1.Cl, predict the reaction product. The product is: [ClH:1].[Cl:1][C:2]1[C:3]([C:8]([N:10]2[CH2:15][CH2:14][N:13]([CH2:16][C:17]([C:19]3[CH:20]=[CH:21][C:22]([F:25])=[CH:23][CH:24]=3)=[O:18])[CH2:12][C@@H:11]2[CH3:26])=[O:9])=[N:4][N:5]([CH3:7])[CH:6]=1. (2) Given the reactants [CH3:1][O:2][C:3]1[CH:39]=[CH:38][C:6]([CH2:7][N:8]([CH2:29][C:30]2[CH:35]=[CH:34][C:33]([O:36][CH3:37])=[CH:32][CH:31]=2)[C:9]2[C:14]([Cl:15])=[C:13]([N:16]3[CH2:27][CH2:26][C:19]4([C:23](=[O:24])[NH:22][C:21](=[O:25])[CH2:20]4)[CH2:18][CH2:17]3)[C:12](Br)=[CH:11][N:10]=2)=[CH:5][CH:4]=1.[CH3:40][N:41]1[CH:45]=[C:44]([C:46]2[CH:51]=[CH:50][C:49](B3OC(C)(C)C(C)(C)O3)=[CH:48][CH:47]=2)[CH:43]=[N:42]1.C(Cl)Cl.C(=O)([O-])[O-].[Na+].[Na+], predict the reaction product. The product is: [CH3:1][O:2][C:3]1[CH:39]=[CH:38][C:6]([CH2:7][N:8]([CH2:29][C:30]2[CH:35]=[CH:34][C:33]([O:36][CH3:37])=[CH:32][CH:31]=2)[C:9]2[C:14]([Cl:15])=[C:13]([N:16]3[CH2:27][CH2:26][C:19]4([C:23](=[O:24])[NH:22][C:21](=[O:25])[CH2:20]4)[CH2:18][CH2:17]3)[C:12]([C:49]3[CH:48]=[CH:47][C:46]([C:44]4[CH:43]=[N:42][N:41]([CH3:40])[CH:45]=4)=[CH:51][CH:50]=3)=[CH:11][N:10]=2)=[CH:5][CH:4]=1. (3) Given the reactants [Cl:1][C:2]1[CH:7]=[CH:6][C:5]([C:8]2[C:14]3[CH:15]=[C:16]([OH:19])[CH:17]=[CH:18][C:13]=3[N:12]3[C:20]([CH3:23])=[N:21][N:22]=[C:11]3[C@H:10]([CH2:24][C:25]([NH:27][CH2:28][CH3:29])=[O:26])[N:9]=2)=[CH:4][CH:3]=1.C(=O)([O-])[O-].[K+].[K+].CC1C=CC(S(O[CH2:47][CH2:48][O:49][CH2:50][CH2:51][NH:52][C:53]([O:55][C:56]([CH3:59])([CH3:58])[CH3:57])=[O:54])(=O)=O)=CC=1.C(OC(=O)NCCOC1C=CC2N3C(C)=NN=C3[C@H](CC(NCC)=O)N=C(C3C=CC(Cl)=CC=3)C=2C=1)(C)(C)C, predict the reaction product. The product is: [Cl:1][C:2]1[CH:7]=[CH:6][C:5]([C:8]2[C:14]3[CH:15]=[C:16]([O:19][CH2:47][CH2:48][O:49][CH2:50][CH2:51][NH:52][C:53](=[O:54])[O:55][C:56]([CH3:59])([CH3:58])[CH3:57])[CH:17]=[CH:18][C:13]=3[N:12]3[C:20]([CH3:23])=[N:21][N:22]=[C:11]3[C@H:10]([CH2:24][C:25]([NH:27][CH2:28][CH3:29])=[O:26])[N:9]=2)=[CH:4][CH:3]=1.